This data is from Full USPTO retrosynthesis dataset with 1.9M reactions from patents (1976-2016). The task is: Predict the reactants needed to synthesize the given product. (1) Given the product [C:11]([C:7]1([OH:8])[CH2:6][CH:5]2[CH2:4][CH:3]1[CH2:2][CH2:1]2)#[CH:12], predict the reactants needed to synthesize it. The reactants are: [CH2:1]1[CH:5]2[CH2:6][C:7](=[O:8])[CH:3]([CH2:4]2)[CH2:2]1.O.O1CC[CH2:12][CH2:11]1. (2) Given the product [CH:15]([NH:17][C:11]([C:8]1[NH:7][C:6]([C:4]([O:3][CH2:1][CH3:2])=[O:5])=[N:10][CH:9]=1)=[O:13])([CH3:16])[CH3:14], predict the reactants needed to synthesize it. The reactants are: [CH2:1]([O:3][C:4]([C:6]1[NH:7][C:8]([C:11]([OH:13])=O)=[CH:9][N:10]=1)=[O:5])[CH3:2].[CH3:14][CH:15]([NH2:17])[CH3:16].F[P-](F)(F)(F)(F)F.N1(O[P+](N(C)C)(N(C)C)N(C)C)C2C=CC=CC=2N=N1.CCN(C(C)C)C(C)C. (3) Given the product [CH2:22]([O:21][C:19]([C:11]1[C:12](=[O:13])[N:8]([C:5]2[CH:4]=[CH:3][C:2]([F:1])=[CH:7][CH:6]=2)[NH:9][C:10]=1[CH3:14])=[O:20])[C:23]1[CH:28]=[CH:27][CH:26]=[CH:25][CH:24]=1, predict the reactants needed to synthesize it. The reactants are: [F:1][C:2]1[CH:7]=[CH:6][C:5]([N:8]2[C:12](=[O:13])[CH:11]=[C:10]([CH3:14])[NH:9]2)=[CH:4][CH:3]=1.[OH-].[Ca+2].[OH-].Cl[C:19]([O:21][CH2:22][C:23]1[CH:28]=[CH:27][CH:26]=[CH:25][CH:24]=1)=[O:20].Cl.